This data is from Catalyst prediction with 721,799 reactions and 888 catalyst types from USPTO. The task is: Predict which catalyst facilitates the given reaction. (1) The catalyst class is: 87. Product: [ClH:27].[O:1]=[C:2]1[NH:8][C:7]2[N:9]=[CH:10][C:11](/[CH:13]=[CH:14]/[C:15]([OH:17])=[O:16])=[CH:12][C:6]=2[CH2:5][CH2:4][CH2:3]1. Reactant: [O:1]=[C:2]1[NH:8][C:7]2[N:9]=[CH:10][C:11](/[CH:13]=[CH:14]/[C:15]([O:17]CC3C=CC=CC=3)=[O:16])=[CH:12][C:6]=2[CH2:5][CH2:4][CH2:3]1.[OH-].[Na+].[ClH:27]. (2) Reactant: [F:1][C:2]1[CH:3]=[C:4]([CH2:11][C:12]([N:14]2[CH2:19][CH2:18][O:17][CH2:16][CH2:15]2)=O)[CH:5]=[CH:6][C:7]=1[N+:8]([O-:10])=[O:9].Cl. Product: [F:1][C:2]1[CH:3]=[C:4]([CH2:11][CH2:12][N:14]2[CH2:15][CH2:16][O:17][CH2:18][CH2:19]2)[CH:5]=[CH:6][C:7]=1[N+:8]([O-:10])=[O:9]. The catalyst class is: 1. (3) The catalyst class is: 26. Product: [Cl:35][C:36]1[N:37]=[CH:38][C:39]2[N:43]=[C:44]([C:45]3[CH:46]=[CH:47][N:48]=[CH:49][CH:50]=3)[O:51][C:40]=2[N:41]=1. Reactant: C1(P(C2C=CC=CC=2)C2C=CC=CC=2)C=CC=CC=1.C(N(CC)CC)C.ClC(Cl)(Cl)C(Cl)(Cl)Cl.[Cl:35][C:36]1[N:41]=[C:40](O)[C:39]([NH:43][C:44](=[O:51])[C:45]2[CH:50]=[CH:49][N:48]=[CH:47][CH:46]=2)=[CH:38][N:37]=1.